From a dataset of Full USPTO retrosynthesis dataset with 1.9M reactions from patents (1976-2016). Predict the reactants needed to synthesize the given product. (1) Given the product [CH3:19][C:14]1[CH:13]=[CH:12][C:11]2[C:16](=[CH:17][CH:18]=[C:9]([C:7]3[N:6]=[N:5][S:20][CH:8]=3)[CH:10]=2)[N:15]=1, predict the reactants needed to synthesize it. The reactants are: COC([NH:5][NH:6][CH:7]([C:9]1[CH:10]=[C:11]2[C:16](=[CH:17][CH:18]=1)[N:15]=[C:14]([CH3:19])[CH:13]=[CH:12]2)[CH3:8])=O.[S:20](Cl)(Cl)=O. (2) Given the product [OH:19][C:13]1[C:12]([CH3:11])=[CH:17][C:16]([C:37]2[C:32]([C:39]3[CH:26]=[C:21]([CH3:31])[C:22]([OH:20])=[CH:23][C:24]=3[CH3:25])=[C:33]([CH3:38])[CH:34]=[CH:35][C:36]=2[CH:6]=[O:7])=[C:15]([CH3:18])[CH:14]=1, predict the reactants needed to synthesize it. The reactants are: C(=O)C1C=CC([CH:6]=[O:7])=CC=1.[CH3:11][C:12]1[CH:17]=[CH:16][C:15]([CH3:18])=[CH:14][C:13]=1[OH:19].[OH2:20].[C:21]1([CH3:31])[CH:26]=[CH:25][C:24](S(O)(=O)=O)=[CH:23][CH:22]=1.[C:32]1([CH3:39])[C:33]([CH3:38])=[CH:34][CH:35]=[CH:36][CH:37]=1. (3) Given the product [N:1]1[CH:2]=[CH:3][N:4]2[CH2:9][CH2:8][CH2:7][NH:6][C:5]=12, predict the reactants needed to synthesize it. The reactants are: [N:1]1[CH:2]=[CH:3][N:4]2[CH:9]=[CH:8][CH:7]=[N:6][C:5]=12. (4) Given the product [F:23][C:24]1[CH:31]=[CH:30][CH:29]=[C:28]([F:32])[C:25]=1[CH2:26][N:13]1[C:12]2[CH:14]=[CH:15][CH:16]=[C:17]([CH2:18][O:19][C:20](=[O:22])[CH3:21])[C:11]=2[N:10]=[C:9]1[C:3]1[C:4]([F:8])=[CH:5][CH:6]=[CH:7][C:2]=1[F:1], predict the reactants needed to synthesize it. The reactants are: [F:1][C:2]1[CH:7]=[CH:6][CH:5]=[C:4]([F:8])[C:3]=1[C:9]1[NH:10][C:11]2[C:17]([CH2:18][O:19][C:20](=[O:22])[CH3:21])=[CH:16][CH:15]=[CH:14][C:12]=2[N:13]=1.[F:23][C:24]1[CH:31]=[CH:30][CH:29]=[C:28]([F:32])[C:25]=1[CH2:26]Br. (5) Given the product [F:21][C:22]1[CH:39]=[C:38]([F:40])[CH:37]=[CH:36][C:23]=1[O:24][C:25]1[CH:30]=[CH:29][C:28]([S:31](=[O:33])(=[O:32])[NH2:34])=[CH:27][C:26]=1[C:4]1[NH:3][C:2]([CH3:1])=[C:6]([C:7]([O:9][CH2:10][CH3:11])=[O:8])[CH:5]=1, predict the reactants needed to synthesize it. The reactants are: [CH3:1][C:2]1[NH:3][C:4](B2OC(C)(C)C(C)(C)O2)=[CH:5][C:6]=1[C:7]([O:9][CH2:10][CH3:11])=[O:8].[F:21][C:22]1[CH:39]=[C:38]([F:40])[CH:37]=[CH:36][C:23]=1[O:24][C:25]1[CH:30]=[CH:29][C:28]([S:31]([NH2:34])(=[O:33])=[O:32])=[CH:27][C:26]=1I.CC12CC3(C)P(C4C=CC=CC=4)C(C)(CC(C)(O3)O1)O2.[O-]P([O-])([O-])=O.[K+].[K+].[K+].